From a dataset of NCI-60 drug combinations with 297,098 pairs across 59 cell lines. Regression. Given two drug SMILES strings and cell line genomic features, predict the synergy score measuring deviation from expected non-interaction effect. Drug 1: C1=CC(=CC=C1C#N)C(C2=CC=C(C=C2)C#N)N3C=NC=N3. Drug 2: C1C(C(OC1N2C=NC(=NC2=O)N)CO)O. Cell line: HOP-62. Synergy scores: CSS=4.08, Synergy_ZIP=0.590, Synergy_Bliss=7.13, Synergy_Loewe=1.13, Synergy_HSA=2.44.